This data is from Retrosynthesis with 50K atom-mapped reactions and 10 reaction types from USPTO. The task is: Predict the reactants needed to synthesize the given product. (1) Given the product CCOC(=O)C1CCC(C)(C)c2cc(C#Cc3ccc(CC(=O)O)cc3)c(C)cc21, predict the reactants needed to synthesize it. The reactants are: CCOC(=O)C1CCC(C)(C)c2cc(C#Cc3ccc(CC(=O)OC(C)(C)C)cc3)c(C)cc21. (2) Given the product CC(c1ccc(-c2ccc(CCC(=O)O)cc2)cc1Cl)C(O)(c1ccc2c(c1)N(C)C(=O)CO2)C(F)(F)F, predict the reactants needed to synthesize it. The reactants are: CC(c1ccc(Br)cc1Cl)C(O)(c1ccc2c(c1)N(C)C(=O)CO2)C(F)(F)F.O=C(O)CCc1ccc(B(O)O)cc1. (3) Given the product CCCn1c(CCc2ccc(O)cc2)nn(-c2ccc(C(F)(F)F)cc2)c1=O, predict the reactants needed to synthesize it. The reactants are: CCCn1c(CCc2ccc(OC)cc2)nn(-c2ccc(C(F)(F)F)cc2)c1=O. (4) Given the product Cc1cccc(N)c1C(=O)Nc1ccccc1, predict the reactants needed to synthesize it. The reactants are: Cc1cccc(N)c1C(=O)O.Nc1ccccc1. (5) The reactants are: Brc1ccc2ncc(I)n2c1.COc1ccc(B(O)O)cc1. Given the product COc1ccc(-c2cnc3ccc(Br)cn23)cc1, predict the reactants needed to synthesize it. (6) Given the product COc1c(N)cc(Oc2c(Cl)cc(C(=O)N(C)CC(=O)O)cc2Cl)cc1C(C)C, predict the reactants needed to synthesize it. The reactants are: COc1c(C(C)C)cc(Oc2c(Cl)cc(C(=O)N(C)CC(=O)O)cc2Cl)cc1[N+](=O)[O-]. (7) Given the product CCCOc1cc(F)cc(NC(=O)N2CCN(S(=O)(=O)c3ccc(Nc4ccnc5cc(Cl)ccc45)cc3)CC2)c1, predict the reactants needed to synthesize it. The reactants are: CCCOc1cc(F)cc(NC(=O)N2CCN(S(=O)(=O)c3ccc(N)cc3)CC2)c1.Clc1ccc2c(Cl)ccnc2c1.